This data is from Reaction yield outcomes from USPTO patents with 853,638 reactions. The task is: Predict the reaction yield, written as a fraction of the theoretical maximum amount of product (1.0 means a 100% yield; for example, 0.34 means a 34% yield). (1) The product is [CH2:13]([S:15]([C:18]1[CH:19]=[C:20]([C:24]2[C:29]3[C:30]4[CH:36]=[C:35]([CH3:37])[CH:34]=[N:33][C:31]=4[NH:32][C:28]=3[C:27]([O:38][CH2:39][C@@H:40]([OH:8])[CH3:41])=[N:26][CH:25]=2)[CH:21]=[CH:22][CH:23]=1)(=[O:16])=[O:17])[CH3:14]. The reactants are C([O:8][C@@H](C)CO)C1C=CC=CC=1.[CH2:13]([S:15]([C:18]1[CH:19]=[C:20]([C:24]2[C:29]3[C:30]4[CH:36]=[C:35]([CH3:37])[CH:34]=[N:33][C:31]=4[NH:32][C:28]=3[C:27]([O:38][CH2:39][CH2:40][CH2:41]N(C)C)=[N:26][CH:25]=2)[CH:21]=[CH:22][CH:23]=1)(=[O:17])=[O:16])[CH3:14]. The yield is 0.130. The catalyst is CO.[Pd]. (2) The reactants are [CH2:1]([O:3][C:4](=[O:13])[CH:5]=[C:6]1[CH2:10][C@@H:9]([CH3:11])[C@H:8]([CH3:12])[CH2:7]1)[CH3:2].[N+:14]([CH3:17])([O-:16])=[O:15].[F-].C([N+](CCCC)(CCCC)CCCC)CCC. The catalyst is O1CCCC1.C(OCC)(=O)C. The product is [CH2:1]([O:3][C:4](=[O:13])[CH2:5][C:6]1([CH2:17][N+:14]([O-:16])=[O:15])[CH2:7][C@@H:8]([CH3:12])[C@H:9]([CH3:11])[CH2:10]1)[CH3:2]. The yield is 0.290.